From a dataset of Peptide-MHC class II binding affinity with 134,281 pairs from IEDB. Regression. Given a peptide amino acid sequence and an MHC pseudo amino acid sequence, predict their binding affinity value. This is MHC class II binding data. The peptide sequence is VADAYITLVTLPKSS. The MHC is DRB1_0901 with pseudo-sequence DRB1_0901. The binding affinity (normalized) is 0.468.